Dataset: Catalyst prediction with 721,799 reactions and 888 catalyst types from USPTO. Task: Predict which catalyst facilitates the given reaction. (1) The catalyst class is: 11. Reactant: [Cl:1][C:2]1[CH:18]=[CH:17][C:5]2[CH2:6][CH2:7][N:8]([C:11](=[O:16])[C:12]([F:15])([F:14])[F:13])[CH2:9][CH2:10][C:4]=2[C:3]=1OS(C(F)(F)F)(=O)=O.[NH2:27][CH2:28][C:29]1[CH:44]=[CH:43][C:32]([C:33]([NH:35][CH:36]2[CH2:42][CH2:41][CH2:40][CH2:39][CH2:38][CH2:37]2)=[O:34])=[CH:31][C:30]=1[F:45]. Product: [Cl:1][C:2]1[CH:18]=[CH:17][C:5]2[CH2:6][CH2:7][N:8]([C:11](=[O:16])[C:12]([F:15])([F:13])[F:14])[CH2:9][CH2:10][C:4]=2[C:3]=1[NH:27][CH2:28][C:29]1[CH:44]=[CH:43][C:32]([C:33](=[O:34])[NH:35][CH:36]2[CH2:42][CH2:41][CH2:40][CH2:39][CH2:38][CH2:37]2)=[CH:31][C:30]=1[F:45]. (2) The catalyst class is: 2. Product: [CH3:1][O:2][C:3](=[O:14])[CH2:4][O:5][C:6]1[CH:11]=[C:10]([Br:15])[C:9]([OH:12])=[CH:8][C:7]=1[CH3:13]. Reactant: [CH3:1][O:2][C:3](=[O:14])[CH2:4][O:5][C:6]1[CH:11]=[CH:10][C:9]([OH:12])=[CH:8][C:7]=1[CH3:13].[Br:15]Br. (3) Reactant: [CH3:1][C:2]1[N:7]=[C:6]([C:8]2[NH:12][C:11]([CH2:13][C:14]3[CH:19]=[CH:18][C:17]([NH2:20])=[CH:16][CH:15]=3)=[N:10][C:9]=2[C:21]2[CH:22]=[C:23]3[C:28](=[CH:29][CH:30]=2)[N:27]=[CH:26][CH:25]=[CH:24]3)[CH:5]=[CH:4][CH:3]=1.[C:31](Cl)(=[O:33])[CH3:32]. Product: [CH3:1][C:2]1[N:7]=[C:6]([C:8]2[NH:12][C:11]([CH2:13][C:14]3[CH:15]=[CH:16][C:17]([NH:20][C:31](=[O:33])[CH3:32])=[CH:18][CH:19]=3)=[N:10][C:9]=2[C:21]2[CH:22]=[C:23]3[C:28](=[CH:29][CH:30]=2)[N:27]=[CH:26][CH:25]=[CH:24]3)[CH:5]=[CH:4][CH:3]=1. The catalyst class is: 17. (4) Reactant: [CH3:1][O:2][C:3]1[CH:8]=[CH:7][C:6]([C:9]2[C:17]3[C:12](=[CH:13][CH:14]=[CH:15][CH:16]=3)[N:11]([CH2:18][C:19]3[CH:24]=[CH:23][CH:22]=[C:21]([C:25]([F:28])([F:27])[F:26])[CH:20]=3)[C:10]=2[CH:29]=[O:30])=[CH:5][CH:4]=1.[Si]([C:35]([F:38])([F:37])[F:36])(C)(C)C.CCCC[N+](CCCC)(CCCC)CCCC.[F-]. Product: [F:36][C:35]([F:38])([F:37])[CH:29]([C:10]1[N:11]([CH2:18][C:19]2[CH:24]=[CH:23][CH:22]=[C:21]([C:25]([F:26])([F:27])[F:28])[CH:20]=2)[C:12]2[C:17]([C:9]=1[C:6]1[CH:7]=[CH:8][C:3]([O:2][CH3:1])=[CH:4][CH:5]=1)=[CH:16][CH:15]=[CH:14][CH:13]=2)[OH:30]. The catalyst class is: 7.